From a dataset of Full USPTO retrosynthesis dataset with 1.9M reactions from patents (1976-2016). Predict the reactants needed to synthesize the given product. Given the product [CH:24]1([C:22]2[C:21]([CH3:27])=[C:4]3[C:3]([C@:2]4([CH3:1])[C:8]([CH3:10])([CH3:9])[C@H:5]3[CH2:6][CH2:7]4)=[N:30][N:29]=2)[CH2:26][CH2:25]1, predict the reactants needed to synthesize it. The reactants are: [CH3:1][C@@:2]12[C:8]([CH3:10])([CH3:9])[C@@H:5]([CH2:6][CH2:7]1)[C:4](=O)[C:3]2=O.C(OP([CH:21]([CH3:27])[C:22]([CH:24]1[CH2:26][CH2:25]1)=O)(=O)OCC)C.O.[NH2:29][NH2:30].